Dataset: Reaction yield outcomes from USPTO patents with 853,638 reactions. Task: Predict the reaction yield, written as a fraction of the theoretical maximum amount of product (1.0 means a 100% yield; for example, 0.34 means a 34% yield). (1) The reactants are [NH:1]1[CH2:7][CH2:6][CH2:5][CH:4]([CH:8]([O:10][C:11]2[CH:33]=[CH:32][C:14]3[C:15]4[N:19]([CH2:20][CH2:21][O:22][C:13]=3[CH:12]=2)[CH:18]=[C:17]([C:23]2[N:24]([CH:29]([CH3:31])[CH3:30])[N:25]=[C:26]([CH3:28])[N:27]=2)[N:16]=4)[CH3:9])[CH2:3][CH2:2]1.[CH3:34][C:35]([CH3:37])=O.CC(O)=O.C(O[BH-](OC(=O)C)OC(=O)C)(=O)C.[Na+]. The catalyst is C(Cl)Cl.O.CO. The product is [CH:29]([N:24]1[C:23]([C:17]2[N:16]=[C:15]3[C:14]4[CH:32]=[CH:33][C:11]([O:10][CH:8]([CH:4]5[CH2:5][CH2:6][CH2:7][N:1]([CH:35]([CH3:37])[CH3:34])[CH2:2][CH2:3]5)[CH3:9])=[CH:12][C:13]=4[O:22][CH2:21][CH2:20][N:19]3[CH:18]=2)=[N:27][C:26]([CH3:28])=[N:25]1)([CH3:30])[CH3:31]. The yield is 0.810. (2) The catalyst is CN(C)C=O. The product is [CH3:24][O:23][C:20]1[CH:21]=[CH:22][C:17]([O:16][C:10]2[C:9]3[C:14](=[CH:15][C:6]([O:5][CH2:4][CH2:3][CH2:2][N:30]4[CH2:35][CH2:34][O:33][CH2:32][CH2:31]4)=[C:7]([O:28][CH3:29])[CH:8]=3)[N:13]=[CH:12][CH:11]=2)=[C:18]([C:25](=[O:27])[CH3:26])[CH:19]=1. The reactants are Cl[CH2:2][CH2:3][CH2:4][O:5][C:6]1[CH:15]=[C:14]2[C:9]([C:10]([O:16][C:17]3[CH:22]=[CH:21][C:20]([O:23][CH3:24])=[CH:19][C:18]=3[C:25](=[O:27])[CH3:26])=[CH:11][CH:12]=[N:13]2)=[CH:8][C:7]=1[O:28][CH3:29].[NH:30]1[CH2:35][CH2:34][O:33][CH2:32][CH2:31]1.C(=O)([O-])[O-].[K+].[K+].O. The yield is 0.490.